This data is from NCI-60 drug combinations with 297,098 pairs across 59 cell lines. The task is: Regression. Given two drug SMILES strings and cell line genomic features, predict the synergy score measuring deviation from expected non-interaction effect. (1) Drug 1: C(CN)CNCCSP(=O)(O)O. Drug 2: CC12CCC3C(C1CCC2OP(=O)(O)O)CCC4=C3C=CC(=C4)OC(=O)N(CCCl)CCCl.[Na+]. Cell line: CAKI-1. Synergy scores: CSS=3.56, Synergy_ZIP=0.426, Synergy_Bliss=3.79, Synergy_Loewe=-1.10, Synergy_HSA=1.33. (2) Drug 1: CC1=CC=C(C=C1)C2=CC(=NN2C3=CC=C(C=C3)S(=O)(=O)N)C(F)(F)F. Drug 2: C1=NC2=C(N=C(N=C2N1C3C(C(C(O3)CO)O)O)F)N. Cell line: OVCAR-5. Synergy scores: CSS=11.3, Synergy_ZIP=0.528, Synergy_Bliss=1.23, Synergy_Loewe=5.36, Synergy_HSA=2.90. (3) Drug 1: CC1=C(C=C(C=C1)NC2=NC=CC(=N2)N(C)C3=CC4=NN(C(=C4C=C3)C)C)S(=O)(=O)N.Cl. Drug 2: C(=O)(N)NO. Cell line: HL-60(TB). Synergy scores: CSS=20.8, Synergy_ZIP=-0.471, Synergy_Bliss=-3.87, Synergy_Loewe=-23.5, Synergy_HSA=-23.0. (4) Drug 1: CC12CCC(CC1=CCC3C2CCC4(C3CC=C4C5=CN=CC=C5)C)O. Drug 2: CC1=C2C(C(=O)C3(C(CC4C(C3C(C(C2(C)C)(CC1OC(=O)C(C(C5=CC=CC=C5)NC(=O)C6=CC=CC=C6)O)O)OC(=O)C7=CC=CC=C7)(CO4)OC(=O)C)O)C)OC(=O)C. Cell line: K-562. Synergy scores: CSS=58.8, Synergy_ZIP=6.60, Synergy_Bliss=5.97, Synergy_Loewe=-21.4, Synergy_HSA=4.20.